From a dataset of Reaction yield outcomes from USPTO patents with 853,638 reactions. Predict the reaction yield, written as a fraction of the theoretical maximum amount of product (1.0 means a 100% yield; for example, 0.34 means a 34% yield). (1) The reactants are [C:1]1(=O)[CH2:5][CH2:4][CH2:3][CH2:2]1.[OH:7][C:8]1[CH:9]=[C:10]2[C:15](=[CH:16][CH:17]=1)[C:14](=[O:18])[N:13]([C@@H:19]1[CH2:23][CH2:22][NH:21][CH2:20]1)[CH2:12][CH2:11]2. The catalyst is CO. The product is [CH:1]1([N:21]2[CH2:22][CH2:23][C@@H:19]([N:13]3[CH2:12][CH2:11][C:10]4[C:15](=[CH:16][CH:17]=[C:8]([OH:7])[CH:9]=4)[C:14]3=[O:18])[CH2:20]2)[CH2:5][CH2:4][CH2:3][CH2:2]1. The yield is 0.670. (2) The reactants are Br[C:2](Br)=[CH:3][CH:4]1[N:9]([S:10]([C:13]2[CH:18]=[CH:17][CH:16]=[CH:15][CH:14]=2)(=[O:12])=[O:11])[CH2:8][CH2:7][N:6]([C:19]([O:21][C:22]([CH3:25])([CH3:24])[CH3:23])=[O:20])[CH2:5]1.C([O-])([O-])=O.[K+].[K+]. The catalyst is CS(C)=O.[Cl-].[Na+].O. The product is [C:3]([C@@H:4]1[N:9]([S:10]([C:13]2[CH:18]=[CH:17][CH:16]=[CH:15][CH:14]=2)(=[O:12])=[O:11])[CH2:8][CH2:7][N:6]([C:19]([O:21][C:22]([CH3:25])([CH3:24])[CH3:23])=[O:20])[CH2:5]1)#[CH:2]. The yield is 0.150. (3) The yield is 0.360. The reactants are [Si:1]([O:8][CH:9]1[CH:14]([F:15])[CH:13]([C:16]2[CH:21]=[CH:20][N:19]=[CH:18][C:17]=2[N+:22]([O-])=O)[O:12][CH:11]([CH3:25])[C:10]1([CH3:27])[OH:26])([C:4]([CH3:7])([CH3:6])[CH3:5])([CH3:3])[CH3:2]. The catalyst is CO.[OH-].[Pd+2].[OH-]. The product is [NH2:22][C:17]1[CH:18]=[N:19][CH:20]=[CH:21][C:16]=1[CH:13]1[O:12][CH:11]([CH3:25])[C:10]([CH3:27])([OH:26])[CH:9]([O:8][Si:1]([C:4]([CH3:7])([CH3:6])[CH3:5])([CH3:3])[CH3:2])[CH:14]1[F:15]. (4) The reactants are [NH:1]1[C:5]2=[N:6][CH:7]=[CH:8][CH:9]=[C:4]2[CH:3]=[CH:2]1.Cl.[CH3:11][NH:12][CH3:13].[CH2:14]=O.O.Cl. The catalyst is C(O)(C)C. The product is [CH3:11][N:12]([CH3:14])[CH2:13][C:3]1[C:4]2[C:5](=[N:6][CH:7]=[CH:8][CH:9]=2)[NH:1][CH:2]=1. The yield is 0.674.